Dataset: Forward reaction prediction with 1.9M reactions from USPTO patents (1976-2016). Task: Predict the product of the given reaction. (1) Given the reactants Cl.[N:2]1[CH:7]=[CH:6][CH:5]=[CH:4][C:3]=1[CH2:8][O:9][C:10]1[CH:18]=[CH:17][C:13]([C:14](O)=[O:15])=[CH:12][CH:11]=1.O=S(Cl)[Cl:21], predict the reaction product. The product is: [N:2]1[CH:7]=[CH:6][CH:5]=[CH:4][C:3]=1[CH2:8][O:9][C:10]1[CH:18]=[CH:17][C:13]([C:14]([Cl:21])=[O:15])=[CH:12][CH:11]=1. (2) Given the reactants [Cl:1][C:2]1[N:7]=[N:6][C:5]([CH:8](C#N)[C:9]2[CH:10]=[CH:11][C:12]([F:17])=[C:13]([CH:16]=2)[C:14]#[N:15])=[C:4]([CH3:20])[C:3]=1[CH3:21].Cl.O, predict the reaction product. The product is: [Cl:1][C:2]1[N:7]=[N:6][C:5]([CH2:8][C:9]2[CH:10]=[CH:11][C:12]([F:17])=[C:13]([CH:16]=2)[C:14]#[N:15])=[C:4]([CH3:20])[C:3]=1[CH3:21]. (3) Given the reactants C([O-])(=O)C.[K+].[B:15]1([B:15]2[O:19][C:18]([CH3:21])([CH3:20])[C:17]([CH3:23])([CH3:22])[O:16]2)[O:19][C:18]([CH3:21])([CH3:20])[C:17]([CH3:23])([CH3:22])[O:16]1.Br[C:25]1[C:33]2[C:28](=[CH:29][CH:30]=[C:31]([O:34][CH3:35])[CH:32]=2)[N:27]([C:36]([O:38][C:39]([CH3:42])([CH3:41])[CH3:40])=[O:37])[CH:26]=1, predict the reaction product. The product is: [CH3:35][O:34][C:31]1[CH:32]=[C:33]2[C:28](=[CH:29][CH:30]=1)[N:27]([C:36]([O:38][C:39]([CH3:42])([CH3:41])[CH3:40])=[O:37])[CH:26]=[C:25]2[B:15]1[O:16][C:17]([CH3:22])([CH3:23])[C:18]([CH3:20])([CH3:21])[O:19]1. (4) Given the reactants [C:1]([O:4][C@@H:5]1[C@@H:10]([O:11][C:12](=[O:14])[CH3:13])[C@H:9]([O:15][C:16](=[O:18])[CH3:17])[C@@H:8]([CH2:19][O:20][C:21](=[O:23])[CH3:22])[O:7][C@H:6]1[O:24][C:25]1[C:29]([CH2:30][C:31]2[CH:36]=[CH:35][C:34]([O:37][CH2:38][CH2:39][CH2:40][O:41]CC3C=CC=CC=3)=[CH:33][CH:32]=2)=[C:28]([CH:49]([CH3:51])[CH3:50])[NH:27][N:26]=1)(=[O:3])[CH3:2], predict the reaction product. The product is: [C:1]([O:4][C@@H:5]1[C@@H:10]([O:11][C:12](=[O:14])[CH3:13])[C@H:9]([O:15][C:16](=[O:18])[CH3:17])[C@@H:8]([CH2:19][O:20][C:21](=[O:23])[CH3:22])[O:7][C@H:6]1[O:24][C:25]1[C:29]([CH2:30][C:31]2[CH:36]=[CH:35][C:34]([O:37][CH2:38][CH2:39][CH2:40][OH:41])=[CH:33][CH:32]=2)=[C:28]([CH:49]([CH3:51])[CH3:50])[NH:27][N:26]=1)(=[O:3])[CH3:2].